This data is from Catalyst prediction with 721,799 reactions and 888 catalyst types from USPTO. The task is: Predict which catalyst facilitates the given reaction. (1) Reactant: P([O-])([O-])([O-])=O.[OH:6][CH:7]1[O:26][C@H:25]([CH2:27][OH:28])[C@@H:12]([O:13][C@@H:14]2[O:22][C@H:21]([CH2:23][OH:24])[C@H:19]([OH:20])[C@H:17]([OH:18])[C@H:15]2[OH:16])[C@H:10]([OH:11])[C@H:8]1[OH:9].C([O-])([O-])=[O:30].[Ca+2:33].C(O)C1[O:40]C(O)C(O)C(O)C1O. Product: [CH2:23]([OH:24])[C@H:21]1[O:22][C@@H:14]([O:13][C@@H:12]([C@H:10]([OH:11])[C@@H:8]([OH:9])[C:7]([O-:26])=[O:6])[C@H:25]([OH:30])[CH2:27][OH:28])[C@H:15]([OH:16])[C@@H:17]([OH:18])[C@H:19]1[OH:20].[CH2:23]([OH:24])[C@H:21]1[O:22][C@@H:14]([O:13][C@@H:12]([C@H:10]([OH:11])[C@@H:8]([OH:9])[C:7]([O-:26])=[O:6])[C@H:25]([OH:40])[CH2:27][OH:28])[C@H:15]([OH:16])[C@@H:17]([OH:18])[C@H:19]1[OH:20].[Ca+2:33]. The catalyst class is: 6. (2) Reactant: [CH3:1][C:2]1[CH:7]=[CH:6][C:5]([S:8](Cl)(=[O:10])=[O:9])=[CH:4][CH:3]=1.Cl.[CH3:13][NH:14][CH3:15].C(N(CC)CC)C.Cl. Product: [CH3:13][N:14]([CH3:15])[S:8]([C:5]1[CH:6]=[CH:7][C:2]([CH3:1])=[CH:3][CH:4]=1)(=[O:10])=[O:9]. The catalyst class is: 34. (3) Product: [CH3:23][C:15]1([C:18]([O:20][CH2:21][CH3:22])=[O:19])[O:14][CH2:13][C:12](=[O:11])[CH2:17][O:16]1. Reactant: C(Cl)(=O)C(Cl)=O.CS(C)=O.[OH:11][CH:12]1[CH2:17][O:16][C:15]([CH3:23])([C:18]([O:20][CH2:21][CH3:22])=[O:19])[O:14][CH2:13]1.C(N(CC)CC)C. The catalyst class is: 2.